This data is from Full USPTO retrosynthesis dataset with 1.9M reactions from patents (1976-2016). The task is: Predict the reactants needed to synthesize the given product. (1) Given the product [Cl:1][C:2]1[C:7]([O:8][CH3:10])=[CH:6][CH:5]=[C:4]([Cl:9])[N:3]=1, predict the reactants needed to synthesize it. The reactants are: [Cl:1][C:2]1[C:7]([OH:8])=[CH:6][CH:5]=[C:4]([Cl:9])[N:3]=1.[C:10]([O-])([O-])=O.[K+].[K+].CI. (2) Given the product [Cl:15][C:12]1[CH:13]=[CH:14][C:9]([C:24]([O:20][CH2:18][CH3:19])=[O:25])=[N:10][CH:11]=1, predict the reactants needed to synthesize it. The reactants are: C(N(CC)CC)C.Br[C:9]1[CH:14]=[CH:13][C:12]([Cl:15])=[CH:11][N:10]=1.[C]=O.[CH2:18]([OH:20])[CH3:19].CN([CH:24]=[O:25])C. (3) Given the product [Cl:71][C:70]1[CH:69]=[CH:68][C:55]([C:56](=[O:57])[NH:58][CH:59]([C:61]2[CH:66]=[CH:65][CH:64]=[C:63]([Cl:67])[CH:62]=2)[CH3:60])=[CH:54][C:53]=1[NH:52][C:48]([C:46]1[C:45](=[O:51])[NH:44][C:42]2[N:43]=[C:38]([N:35]3[CH2:34][CH2:33][O:32][CH2:37][CH2:36]3)[N:39]=[CH:40][C:41]=2[CH:47]=1)=[O:50], predict the reactants needed to synthesize it. The reactants are: CN(C(ON1N=NC2C=CC=NC1=2)=[N+](C)C)C.F[P-](F)(F)(F)(F)F.C(N(CC)CC)C.[O:32]1[CH2:37][CH2:36][N:35]([C:38]2[N:39]=[CH:40][C:41]3[CH:47]=[C:46]([C:48]([OH:50])=O)[C:45](=[O:51])[NH:44][C:42]=3[N:43]=2)[CH2:34][CH2:33]1.[NH2:52][C:53]1[CH:54]=[C:55]([CH:68]=[CH:69][C:70]=1[Cl:71])[C:56]([NH:58][CH:59]([C:61]1[CH:66]=[CH:65][CH:64]=[C:63]([Cl:67])[CH:62]=1)[CH3:60])=[O:57]. (4) Given the product [Cl:8][C:5]1[CH:6]=[CH:7][C:2]([B:20]2[O:21][C:22]([CH3:24])([CH3:23])[C:18]([CH3:34])([CH3:17])[O:19]2)=[C:3]([NH:9][C:10](=[O:16])[O:11][C:12]([CH3:15])([CH3:14])[CH3:13])[CH:4]=1, predict the reactants needed to synthesize it. The reactants are: Br[C:2]1[CH:7]=[CH:6][C:5]([Cl:8])=[CH:4][C:3]=1[NH:9][C:10](=[O:16])[O:11][C:12]([CH3:15])([CH3:14])[CH3:13].[CH3:17][C:18]1([CH3:34])[C:22]([CH3:24])([CH3:23])[O:21][B:20]([B:20]2[O:21][C:22]([CH3:24])([CH3:23])[C:18]([CH3:34])([CH3:17])[O:19]2)[O:19]1.C([O-])(=O)C.[Na+]. (5) Given the product [Br:31][C:9]1[CH:8]=[C:7]2[C:12](=[CH:11][CH:10]=1)[N:13]([C:15]1[CH:20]=[CH:19][CH:18]=[CH:17][C:16]=1[N+:21]([O-:23])=[O:22])[C:14]1[C:2]([F:1])=[CH:3][CH:4]=[CH:5][C:6]2=1, predict the reactants needed to synthesize it. The reactants are: [F:1][C:2]1[C:14]2[N:13]([C:15]3[CH:20]=[CH:19][CH:18]=[CH:17][C:16]=3[N+:21]([O-:23])=[O:22])[C:12]3[C:7](=[CH:8][CH:9]=[CH:10][CH:11]=3)[C:6]=2[CH:5]=[CH:4][CH:3]=1.C1C(=O)N([Br:31])C(=O)C1.O. (6) Given the product [N:34]1([CH:40]2[CH2:45][CH2:44][N:43]([CH2:46][CH2:47][CH2:48][NH:49][C:26]([CH2:25][NH:24][C:22](=[O:23])[C:21]3[CH:20]=[CH:19][C:18]([S:15](=[O:17])(=[O:16])[NH:14][C:9]4[CH:10]=[CH:11][CH:12]=[CH:13][C:8]=4[O:1][C:2]4[CH:3]=[CH:4][CH:5]=[CH:6][CH:7]=4)=[CH:30][CH:29]=3)=[O:28])[CH2:42][CH2:41]2)[CH2:39][CH2:38][CH2:37][CH2:36][CH2:35]1, predict the reactants needed to synthesize it. The reactants are: [O:1]([C:8]1[CH:13]=[CH:12][CH:11]=[CH:10][C:9]=1[NH:14][S:15]([C:18]1[CH:30]=[CH:29][C:21]([C:22]([NH:24][CH2:25][C:26]([OH:28])=O)=[O:23])=[CH:20][CH:19]=1)(=[O:17])=[O:16])[C:2]1[CH:7]=[CH:6][CH:5]=[CH:4][CH:3]=1.Cl.Cl.Cl.[N:34]1([CH:40]2[CH2:45][CH2:44][N:43]([CH2:46][CH2:47][CH2:48][NH2:49])[CH2:42][CH2:41]2)[CH2:39][CH2:38][CH2:37][CH2:36][CH2:35]1.